From a dataset of Full USPTO retrosynthesis dataset with 1.9M reactions from patents (1976-2016). Predict the reactants needed to synthesize the given product. (1) Given the product [NH:1]1[C:5]2=[N:6][CH:7]=[C:8]([C:10]3[CH:15]=[CH:14][N:13]=[C:12]([NH2:16])[CH:11]=3)[CH:9]=[C:4]2[CH:3]=[N:2]1, predict the reactants needed to synthesize it. The reactants are: [NH:1]1[C:5]2=[N:6][CH:7]=[C:8]([C:10]3[CH:15]=[CH:14][N:13]=[C:12]([NH:16]C(=O)C)[CH:11]=3)[CH:9]=[C:4]2[CH:3]=[N:2]1.[OH-].[Na+].CO.O. (2) Given the product [C:1]([O:5][C:6]([NH:8][C@@H:9]1[CH2:13][CH2:12][N:11]([C:14]2[CH:19]=[CH:18][C:17]([N:20]3[CH2:24][C@H:23]([CH2:25][O:26][S:37]([CH3:36])(=[O:39])=[O:38])[O:22][C:21]3=[O:27])=[CH:16][C:15]=2[F:28])[CH2:10]1)=[O:7])([CH3:4])([CH3:2])[CH3:3], predict the reactants needed to synthesize it. The reactants are: [C:1]([O:5][C:6]([NH:8][C@@H:9]1[CH2:13][CH2:12][N:11]([C:14]2[CH:19]=[CH:18][C:17]([N:20]3[CH2:24][C@H:23]([CH2:25][OH:26])[O:22][C:21]3=[O:27])=[CH:16][C:15]=2[F:28])[CH2:10]1)=[O:7])([CH3:4])([CH3:3])[CH3:2].C(N(CC)CC)C.[CH3:36][S:37](Cl)(=[O:39])=[O:38]. (3) Given the product [Br:9][C:5]1[N:6]=[C:7]2[N:28]([CH2:27][C:26]3[CH:29]=[C:22]([Cl:21])[CH:23]=[CH:24][C:25]=3[C:30]([F:31])([F:32])[F:33])[CH2:11][CH2:12][NH:1][C:2]2=[N:3][CH:4]=1, predict the reactants needed to synthesize it. The reactants are: [NH2:1][C:2]1[C:7](Br)=[N:6][C:5]([Br:9])=[CH:4][N:3]=1.Cl[C:11]1C(F)=CC=C(F)[C:12]=1CN.[Cl:21][C:22]1[CH:23]=[CH:24][C:25]([C:30]([F:33])([F:32])[F:31])=[C:26]([CH:29]=1)[CH2:27][NH2:28]. (4) Given the product [CH3:21][N:19]([CH3:20])[CH2:18][CH2:17][N:12]1[C:11](=[O:22])[C:10]2[CH:23]=[CH:24][CH:25]=[C:8]3[C:9]=2[C:14](=[C:15]2[C:2]([NH:1][C:34]([NH:33][C:30]4[CH:31]=[CH:32][C:27]([Br:26])=[CH:28][CH:29]=4)=[S:35])=[CH:3][CH:4]=[CH:5][C:6]2=[CH:7]3)[C:13]1=[O:16], predict the reactants needed to synthesize it. The reactants are: [NH2:1][C:2]1[C:15]2[C:6](=[CH:7][C:8]3[C:9]4[C:14]=2[C:13](=[O:16])[N:12]([CH2:17][CH2:18][N:19]([CH3:21])[CH3:20])[C:11](=[O:22])[C:10]=4[CH:23]=[CH:24][CH:25]=3)[CH:5]=[CH:4][CH:3]=1.[Br:26][C:27]1[CH:32]=[CH:31][C:30]([N:33]=[C:34]=[S:35])=[CH:29][CH:28]=1. (5) Given the product [NH2:23][C@H:18]1[C@H:19]([F:22])[CH2:20][O:21][C@H:15]([C:14]2[N:13]([CH3:31])[N:12]=[CH:11][C:10]=2[NH:9][C:7]([C:5]2[N:6]=[C:2]([C:38]3[C:37]([F:48])=[CH:36][C:35]([C:49]4([OH:52])[CH2:50][CH2:51]4)=[CH:34][C:33]=3[F:32])[S:3][CH:4]=2)=[O:8])[CH2:16][CH2:17]1, predict the reactants needed to synthesize it. The reactants are: Br[C:2]1[S:3][CH:4]=[C:5]([C:7]([NH:9][C:10]2[CH:11]=[N:12][N:13]([CH3:31])[C:14]=2[C@H:15]2[O:21][CH2:20][C@@H:19]([F:22])[C@H:18]([NH:23]C(=O)OC(C)(C)C)[CH2:17][CH2:16]2)=[O:8])[N:6]=1.[F:32][C:33]1[CH:34]=[C:35]([C:49]2([OH:52])[CH2:51][CH2:50]2)[CH:36]=[C:37]([F:48])[C:38]=1B1OC(C)(C)C(C)(C)O1. (6) Given the product [CH3:56][C:57]1[CH:58]=[C:59]2[C:64](=[CH:65][CH:66]=1)[O:63][C:62](=[O:67])[CH2:61][C@@H:60]2[C:1]1[CH:6]=[CH:5][CH:4]=[CH:3][CH:2]=1, predict the reactants needed to synthesize it. The reactants are: [CH:1]1[CH:6]=[CH:5][C:4](P([C:1]2[CH:6]=[CH:5][C:4]3[C:3](=CC=CC=3)[C:2]=2[C:1]2[C:6]3[C:5](=CC=CC=3)[CH:4]=[CH:3][C:2]=2P([C:1]2[CH:6]=[CH:5][CH:4]=[CH:3][CH:2]=2)[C:1]2[CH:6]=[CH:5][CH:4]=[CH:3][CH:2]=2)[C:1]2[CH:6]=[CH:5][CH:4]=[CH:3][CH:2]=2)=[CH:3][CH:2]=1.C1(B(O)O)C=CC=CC=1.[CH3:56][C:57]1[CH:58]=[C:59]2[C:64](=[CH:65][CH:66]=1)[O:63][C:62](=[O:67])[CH:61]=[CH:60]2.CCN(CC)CC.[NH4+].[Cl-].